From a dataset of Full USPTO retrosynthesis dataset with 1.9M reactions from patents (1976-2016). Predict the reactants needed to synthesize the given product. (1) Given the product [F:15][CH:14]([F:16])[C:11]1[N:10]=[CH:9][C:8]([NH2:7])=[CH:13][CH:12]=1, predict the reactants needed to synthesize it. The reactants are: C(OC(=O)[NH:7][C:8]1[CH:9]=[N:10][C:11]([CH:14]([F:16])[F:15])=[CH:12][CH:13]=1)(C)(C)C.FC(F)(F)C(O)=O.C(=O)([O-])O.[Na+]. (2) Given the product [CH3:29][C:24]1[CH:25]=[CH:26][CH:27]=[CH:28][C:23]=1[N:20]1[C:21](=[O:22])[C:11]2=[CH:10][N:9]([CH2:8][C:5]3[CH:4]=[CH:3][C:2]([CH3:30])=[CH:7][N:6]=3)[C:18]3[CH:17]=[CH:16][CH:15]=[CH:14][C:13]=3[C:12]2=[N:19]1, predict the reactants needed to synthesize it. The reactants are: Br[C:2]1[CH:3]=[CH:4][C:5]([CH2:8][N:9]2[C:18]3[CH:17]=[CH:16][CH:15]=[CH:14][C:13]=3[C:12]3=[N:19][N:20]([C:23]4[CH:28]=[CH:27][CH:26]=[CH:25][C:24]=4[CH3:29])[C:21](=[O:22])[C:11]3=[CH:10]2)=[N:6][CH:7]=1.[CH3:30][Zn]C.[Cl-].[NH4+].